From a dataset of Catalyst prediction with 721,799 reactions and 888 catalyst types from USPTO. Predict which catalyst facilitates the given reaction. (1) Product: [CH3:1][C:2]1[C:10]([OH:13])=[CH:9][CH:8]=[CH:7][C:3]=1[C:4]([OH:6])=[O:5]. Reactant: [CH3:1][C:2]1[C:10](N)=[CH:9][CH:8]=[CH:7][C:3]=1[C:4]([OH:6])=[O:5].S(=O)(=O)(O)[OH:13].N([O-])=O.[Na+]. The catalyst class is: 6. (2) Reactant: [Cl:1][CH:2]([CH3:15])[C:3]([C:5]1[CH:14]=[CH:13][C:8]2[NH:9][C:10](=[O:12])[O:11][C:7]=2[CH:6]=1)=[O:4].[CH2:16](Br)[C:17]1[CH:22]=[CH:21][CH:20]=[CH:19][CH:18]=1.C(=O)([O-])[O-].[K+].[K+]. Product: [CH2:16]([N:9]1[C:8]2[CH:13]=[CH:14][C:5]([C:3](=[O:4])[CH:2]([Cl:1])[CH3:15])=[CH:6][C:7]=2[O:11][C:10]1=[O:12])[C:17]1[CH:22]=[CH:21][CH:20]=[CH:19][CH:18]=1. The catalyst class is: 21.